The task is: Predict the reaction yield, written as a fraction of the theoretical maximum amount of product (1.0 means a 100% yield; for example, 0.34 means a 34% yield).. This data is from Reaction yield outcomes from USPTO patents with 853,638 reactions. (1) The reactants are [Li][CH2:2][CH2:3][CH2:4][CH3:5].CCCCCC.C([N:14]1[C:22]2[C:17](=[CH:18][CH:19]=[CH:20][CH:21]=2)[C:16]2[C:23]3[C:28](CC1=2)=[CH:27][CH:26]=[CH:25][CH:24]=3)C.[C:30]([NH:34][Si:35]([CH3:38])([CH3:37])Cl)([CH3:33])([CH3:32])[CH3:31]. The catalyst is CCOCC. The product is [CH3:37][SiH:35]([N:34]([CH2:2][CH2:3][CH:4]1[C:5]2[NH:14][C:22]3[C:17]([C:16]=2[C:23]2[C:24]1=[CH:25][CH:26]=[CH:27][CH:28]=2)=[CH:18][CH:19]=[CH:20][CH:21]=3)[C:30]([CH3:33])([CH3:32])[CH3:31])[CH3:38]. The yield is 0.631. (2) The reactants are [CH2:1]([C:5]1[N:6]([CH2:13][C:14]2[CH:19]=[CH:18][C:17]([C:20]3[C:21]([C:26]#[N:27])=[CH:22][CH:23]=[CH:24][CH:25]=3)=[CH:16][CH:15]=2)[C:7](=[O:12])[CH:8]=[C:9]([CH3:11])[N:10]=1)[CH2:2][CH2:3][CH3:4].[Br:28]Br. The catalyst is C(O)(=O)C.C(OCC)(=O)C. The product is [Br:28][C:8]1[C:7](=[O:12])[N:6]([CH2:13][C:14]2[CH:15]=[CH:16][C:17]([C:20]3[C:21]([C:26]#[N:27])=[CH:22][CH:23]=[CH:24][CH:25]=3)=[CH:18][CH:19]=2)[C:5]([CH2:1][CH2:2][CH2:3][CH3:4])=[N:10][C:9]=1[CH3:11]. The yield is 0.880. (3) The product is [CH3:9][Si:10]([CH3:20])([CH3:11])[C:3]1[CH:4]=[C:5]([C:12]2[C:13]([C:13]3[CH:14]=[CH:15][CH:16]=[C:11]([Si:10]([CH3:21])([CH3:20])[CH3:9])[CH:12]=3)=[CH:14][CH:15]=[CH:29][CH:30]=2)[CH:6]=[CH:7][CH:2]=1. The catalyst is C1C=CC([P]([Pd]([P](C2C=CC=CC=2)(C2C=CC=CC=2)C2C=CC=CC=2)([P](C2C=CC=CC=2)(C2C=CC=CC=2)C2C=CC=CC=2)[P](C2C=CC=CC=2)(C2C=CC=CC=2)C2C=CC=CC=2)(C2C=CC=CC=2)C2C=CC=CC=2)=CC=1.O. The yield is 0.840. The reactants are I[C:2]1[CH:7]=[CH:6][CH:5]=[CH:4][C:3]=1I.[CH3:9][Si:10]([CH3:21])([CH3:20])[C:11]1[CH:12]=[C:13](B(O)O)[CH:14]=[CH:15][CH:16]=1.[OH-].[Na+].COCCO[CH2:29][CH2:30]OC. (4) The reactants are [NH2:1][C:2]1[CH:7]=[CH:6][C:5]([C:8]2([C:11]([O:13][CH3:14])=[O:12])[CH2:10][CH2:9]2)=[CH:4][CH:3]=1.C1C(=O)N([Br:22])C(=O)C1.O. The product is [NH2:1][C:2]1[CH:3]=[CH:4][C:5]([C:8]2([C:11]([O:13][CH3:14])=[O:12])[CH2:10][CH2:9]2)=[CH:6][C:7]=1[Br:22]. The catalyst is C(#N)C. The yield is 0.780. (5) The reactants are [NH2:1][C:2]1[S:3][C:4]2[CH:10]=[C:9]([CH2:11][OH:12])[CH:8]=[C:7]([Br:13])[C:5]=2[N:6]=1.[CH3:14][C:15]([O:18][C:19](O[C:19]([O:18][C:15]([CH3:17])([CH3:16])[CH3:14])=[O:20])=[O:20])([CH3:17])[CH3:16].[OH-].[Na+].CO. The catalyst is C1COCC1. The product is [C:15]([O:18][C:19](=[O:20])[NH:1][C:2]1[S:3][C:4]2[CH:10]=[C:9]([CH2:11][OH:12])[CH:8]=[C:7]([Br:13])[C:5]=2[N:6]=1)([CH3:17])([CH3:16])[CH3:14]. The yield is 0.130.